From a dataset of Forward reaction prediction with 1.9M reactions from USPTO patents (1976-2016). Predict the product of the given reaction. (1) Given the reactants [O:1]=[C:2]([N:17]1[CH2:32][CH2:31][C:20]2([CH2:24][N:23]([C:25]3[CH:30]=[CH:29][N:28]=[CH:27][CH:26]=3)[CH2:22][CH2:21]2)[CH2:19][CH2:18]1)[CH2:3][N:4]1[CH2:9][CH2:8][CH:7]([O:10][CH2:11][C:12]([O:14]CC)=[O:13])[CH2:6][CH2:5]1.Cl, predict the reaction product. The product is: [O:1]=[C:2]([N:17]1[CH2:18][CH2:19][C:20]2([CH2:24][N:23]([C:25]3[CH:30]=[CH:29][N:28]=[CH:27][CH:26]=3)[CH2:22][CH2:21]2)[CH2:31][CH2:32]1)[CH2:3][N:4]1[CH2:5][CH2:6][CH:7]([O:10][CH2:11][C:12]([OH:14])=[O:13])[CH2:8][CH2:9]1. (2) Given the reactants [ClH:1].C(OC(=O)[NH:8][C@H:9]([CH3:17])[CH2:10][N:11]1[CH2:16][CH2:15][O:14][CH2:13][CH2:12]1)(C)(C)C, predict the reaction product. The product is: [ClH:1].[CH3:17][C@@H:9]([NH2:8])[CH2:10][N:11]1[CH2:16][CH2:15][O:14][CH2:13][CH2:12]1. (3) The product is: [F:1][C:2]1[CH:11]=[C:10]([F:12])[CH:9]=[C:8]2[C:3]=1[C:4]([NH:20][C:21]1[CH:22]=[N:23][CH:24]=[C:25]([N:27]3[CH2:32][CH2:31][O:30][CH2:29][CH2:28]3)[CH:26]=1)=[C:5]([CH3:19])[C:6]([N:13]1[CH2:14][CH2:15][N:16]([C:39]([C:36]3[CH:37]=[CH:38][N:33]=[CH:34][N:35]=3)=[O:40])[CH2:17][CH2:18]1)=[N:7]2. Given the reactants [F:1][C:2]1[CH:11]=[C:10]([F:12])[CH:9]=[C:8]2[C:3]=1[C:4]([NH:20][C:21]1[CH:22]=[N:23][CH:24]=[C:25]([N:27]3[CH2:32][CH2:31][O:30][CH2:29][CH2:28]3)[CH:26]=1)=[C:5]([CH3:19])[C:6]([N:13]1[CH2:18][CH2:17][NH:16][CH2:15][CH2:14]1)=[N:7]2.[N:33]1[CH:38]=[CH:37][C:36]([C:39](O)=[O:40])=[N:35][CH:34]=1, predict the reaction product.